From a dataset of Forward reaction prediction with 1.9M reactions from USPTO patents (1976-2016). Predict the product of the given reaction. (1) Given the reactants [N+:1]([C:4]1[CH:9]=[CH:8][C:7]([NH:10][C@H:11]2[CH2:16][CH2:15][C@H:14]([C:17](O)=[O:18])[CH2:13][CH2:12]2)=[CH:6][C:5]=1[C:20]([F:23])([F:22])[F:21])([O-:3])=[O:2].[H-].[Al+3].[Li+].[H-].[H-].[H-].Cl, predict the reaction product. The product is: [N+:1]([C:4]1[CH:9]=[CH:8][C:7]([NH:10][C@H:11]2[CH2:12][CH2:13][C@H:14]([CH2:17][OH:18])[CH2:15][CH2:16]2)=[CH:6][C:5]=1[C:20]([F:21])([F:22])[F:23])([O-:3])=[O:2]. (2) Given the reactants Cl.[F:2][C:3]1[CH:8]=[CH:7][C:6]([CH:9]([C:16]2[CH:21]=[CH:20][C:19]([F:22])=[CH:18][CH:17]=2)[CH:10]2[CH2:14][NH:13][CH2:12][C:11]2=[O:15])=[CH:5][CH:4]=1.C(NCC)(C)C.[OH:29][C:30]1[CH:37]=[CH:36][C:33]([CH2:34]O)=[CH:32][CH:31]=1, predict the reaction product. The product is: [F:2][C:3]1[CH:8]=[CH:7][C:6]([CH:9]([C:16]2[CH:17]=[CH:18][C:19]([F:22])=[CH:20][CH:21]=2)[CH:10]2[CH2:14][N:13]([CH2:34][C:33]3[CH:36]=[CH:37][C:30]([OH:29])=[CH:31][CH:32]=3)[CH2:12][C:11]2=[O:15])=[CH:5][CH:4]=1. (3) Given the reactants [C:1]([C:6]1[CH:7]=[C:8]([C:28]#[N:29])[C:9]([N:19]2[CH2:24][CH2:23][CH:22]([C:25]([OH:27])=O)[CH2:21][CH2:20]2)=[N:10][C:11]=1[CH2:12][N:13]1[CH2:17][CH2:16][CH2:15][C:14]1=[O:18])(=[O:5])[CH2:2][CH2:3][CH3:4].[F:30][C:31]1[CH:36]=[CH:35][C:34]([N:37]([CH3:42])[S:38]([NH2:41])(=[O:40])=[O:39])=[CH:33][CH:32]=1, predict the reaction product. The product is: [C:1]([C:6]1[CH:7]=[C:8]([C:28]#[N:29])[C:9]([N:19]2[CH2:20][CH2:21][CH:22]([C:25]([NH:41][S:38]([N:37]([C:34]3[CH:35]=[CH:36][C:31]([F:30])=[CH:32][CH:33]=3)[CH3:42])(=[O:39])=[O:40])=[O:27])[CH2:23][CH2:24]2)=[N:10][C:11]=1[CH2:12][N:13]1[CH2:17][CH2:16][CH2:15][C:14]1=[O:18])(=[O:5])[CH2:2][CH2:3][CH3:4].